Dataset: Full USPTO retrosynthesis dataset with 1.9M reactions from patents (1976-2016). Task: Predict the reactants needed to synthesize the given product. Given the product [CH2:1]([N:3]([CH2:29][C:30]1[CH:31]=[CH:32][C:33]([O:36][CH2:39][CH2:40][NH:42][CH:43]([CH3:45])[CH3:44])=[CH:34][CH:35]=1)[C:4]1[CH:9]=[C:8]([O:10][CH3:11])[CH:7]=[CH:6][C:5]=1[CH:12]1[CH2:13][CH2:14][C:15]2[CH:16]=[C:17]([OH:22])[CH:18]=[CH:19][C:20]=2[CH2:21]1)[CH3:2], predict the reactants needed to synthesize it. The reactants are: [CH2:1]([N:3]([C:29](=O)[C:30]1[CH:35]=[CH:34][C:33]([OH:36])=[CH:32][CH:31]=1)[C:4]1[CH:9]=[C:8]([O:10][CH3:11])[CH:7]=[CH:6][C:5]=1[CH:12]1[CH2:21][CH2:20][C:19]2[CH:18]=[C:17]([O:22]C(=O)C(C)(C)C)[CH:16]=[CH:15][C:14]=2[CH2:13]1)[CH3:2].Cl[CH2:39][C:40]([NH:42][CH:43]([CH3:45])[CH3:44])=O.